Dataset: Reaction yield outcomes from USPTO patents with 853,638 reactions. Task: Predict the reaction yield, written as a fraction of the theoretical maximum amount of product (1.0 means a 100% yield; for example, 0.34 means a 34% yield). (1) The reactants are [N+:1]([C:4]1[CH:12]=[CH:11][C:7]2[N:8]=[CH:9][S:10][C:6]=2[CH:5]=1)([O-])=O.Cl[Sn]Cl.[NH4+].[OH-]. The catalyst is Cl. The product is [S:10]1[C:6]2[CH:5]=[C:4]([NH2:1])[CH:12]=[CH:11][C:7]=2[N:8]=[CH:9]1. The yield is 0.720. (2) The reactants are [F:1][C:2]1[CH:10]=[C:9]([F:11])[CH:8]=[C:7]([F:12])[C:3]=1[C:4](Cl)=[O:5].[NH2:13][C:14]1[CH:19]=[CH:18][CH:17]=[C:16]([NH2:20])[N:15]=1.O1CCOCC1. The catalyst is C(Cl)Cl. The product is [NH2:13][C:14]1[N:15]=[C:16]([NH:20][C:4](=[O:5])[C:3]2[C:2]([F:1])=[CH:10][C:9]([F:11])=[CH:8][C:7]=2[F:12])[CH:17]=[CH:18][CH:19]=1. The yield is 0.740. (3) The reactants are [OH:1][C@H:2]([CH2:16][OH:17])[CH2:3][O:4][C:5]1[CH:10]=[CH:9][CH:8]=[CH:7][C:6]=1[CH2:11][CH2:12][CH2:13][CH2:14][NH2:15].C(NCCCCC1C=CC=CC=1OC[C@@H](O)CO)(OCC1C=CC=CC=1)=O. No catalyst specified. The product is [OH:1][C@@H:2]([CH2:16][OH:17])[CH2:3][O:4][C:5]1[CH:10]=[CH:9][CH:8]=[CH:7][C:6]=1[CH2:11][CH2:12][CH2:13][CH2:14][NH2:15]. The yield is 0.990. (4) The reactants are [CH2:1]([C:8]1[N:20]=[C:19]2[N:10]([C:11](Cl)=[N:12][C:13]3[CH:14]=[CH:15][C:16]([Cl:21])=[CH:17][C:18]=32)[N:9]=1)[C:2]1[CH:7]=[CH:6][CH:5]=[CH:4][CH:3]=1.CCN(CC)CC.[CH3:30][N:31]1[CH2:36][CH2:35][NH:34][CH2:33][CH2:32]1. The catalyst is CCO. The product is [CH2:1]([C:8]1[N:20]=[C:19]2[N:10]([C:11]([N:34]3[CH2:35][CH2:36][N:31]([CH3:30])[CH2:32][CH2:33]3)=[N:12][C:13]3[CH:14]=[CH:15][C:16]([Cl:21])=[CH:17][C:18]=32)[N:9]=1)[C:2]1[CH:7]=[CH:6][CH:5]=[CH:4][CH:3]=1. The yield is 0.600. (5) The reactants are CN(C)[CH:3]=[O:4].P(Cl)(Cl)(Cl)=O.[CH3:11][C:12]1[NH:13][CH:14]=[C:15]([CH3:17])[CH:16]=1.C([O-])(=O)C.[Na+]. The catalyst is ClCCCl.O.C(Cl)Cl. The product is [CH:3]([C:14]1[NH:13][C:12]([CH3:11])=[CH:16][C:15]=1[CH3:17])=[O:4]. The yield is 0.800.